Dataset: Forward reaction prediction with 1.9M reactions from USPTO patents (1976-2016). Task: Predict the product of the given reaction. (1) Given the reactants [Cr](Cl)([O-])(=O)=O.[NH+]1C=CC=CC=1.[C:12]([O:22][CH3:23])(=[O:21])[CH:13]([C:15]1[CH:20]=[CH:19][CH:18]=[CH:17][CH:16]=1)[OH:14], predict the reaction product. The product is: [O:14]=[C:13]([C:15]1[CH:20]=[CH:19][CH:18]=[CH:17][CH:16]=1)[C:12]([O:22][CH3:23])=[O:21]. (2) Given the reactants [NH2:1][CH2:2][CH:3]([OH:21])[CH2:4][N:5]1[C:11]2[CH:12]=[CH:13][CH:14]=[CH:15][C:10]=2[CH2:9][CH2:8][C:7]2[CH:16]=[CH:17][C:18]([Cl:20])=[CH:19][C:6]1=2.C(N(CC)CC)C.[Cl:29][C:30]1[CH:35]=[CH:34][C:33]([S:36](Cl)(=[O:38])=[O:37])=[CH:32][CH:31]=1.[Na+].[Cl-], predict the reaction product. The product is: [Cl:29][C:30]1[CH:35]=[CH:34][C:33]([S:36]([NH:1][CH2:2][CH:3]([OH:21])[CH2:4][N:5]2[C:11]3[CH:12]=[CH:13][CH:14]=[CH:15][C:10]=3[CH2:9][CH2:8][C:7]3[CH:16]=[CH:17][C:18]([Cl:20])=[CH:19][C:6]2=3)(=[O:38])=[O:37])=[CH:32][CH:31]=1.